This data is from Catalyst prediction with 721,799 reactions and 888 catalyst types from USPTO. The task is: Predict which catalyst facilitates the given reaction. (1) Product: [OH:4][CH2:5][C:6]([C@:7]1([CH3:28])[C@:23]2([CH3:24])[CH:10]([CH:11]3[C:20](=[CH:21][CH2:22]2)[C@:19]2([CH3:25])[C:14](=[CH:15][C:16](=[O:26])[CH2:17][CH2:18]2)[CH2:13][CH2:12]3)[CH2:9][C@H:8]1[CH3:27])=[O:29]. The catalyst class is: 5. Reactant: C([O:4][CH2:5][C:6](=[O:29])[C@:7]1([CH3:28])[C@:23]2([CH3:24])[CH:10]([CH:11]3[C:20](=[CH:21][CH2:22]2)[C@:19]2([CH3:25])[C:14](=[CH:15][C:16](=[O:26])[CH2:17][CH2:18]2)[CH2:13][CH2:12]3)[CH2:9][C@H:8]1[CH3:27])(=O)C.C[O-].[Na+]. (2) Reactant: [F:1][C:2]1[CH:10]=[CH:9][CH:8]=[C:7]2[C:3]=1[CH:4]=[CH:5][N:6]2[S:11]([C:14]1[CH:19]=[CH:18][C:17]([O:20][CH3:21])=[C:16]([N:22]2[CH2:27][CH2:26][NH:25][CH2:24][CH2:23]2)[CH:15]=1)(=[O:13])=[O:12].[C:28]([BH3-])#N.[Na+].C=O. Product: [F:1][C:2]1[CH:10]=[CH:9][CH:8]=[C:7]2[C:3]=1[CH:4]=[CH:5][N:6]2[S:11]([C:14]1[CH:19]=[CH:18][C:17]([O:20][CH3:21])=[C:16]([N:22]2[CH2:27][CH2:26][N:25]([CH3:28])[CH2:24][CH2:23]2)[CH:15]=1)(=[O:13])=[O:12]. The catalyst class is: 5.